This data is from Forward reaction prediction with 1.9M reactions from USPTO patents (1976-2016). The task is: Predict the product of the given reaction. (1) Given the reactants [Cl:1][C:2]1[CH:3]=[C:4]2[C:8](=[CH:9][CH:10]=1)[C:7](=O)[CH2:6][CH2:5]2.Cl.[NH2:13][OH:14].C([O-])(=O)C.[Na+], predict the reaction product. The product is: [Cl:1][C:2]1[CH:3]=[C:4]2[C:8](=[CH:9][CH:10]=1)[C:7](=[N:13][OH:14])[CH2:6][CH2:5]2. (2) Given the reactants N[C:2]1[CH:3]=[C:4]([C:10]([C:14]2[CH:19]=[CH:18][C:17]([O:20][CH3:21])=[C:16]([O:22][CH2:23][CH3:24])[CH:15]=2)=[CH:11][C:12]#[N:13])[CH:5]=[CH:6][C:7]=1OC.[C:25]([O-:28])([O-])=O.[Cs+].[Cs+].Cl[C:32]([O:34][CH3:35])=[O:33].C[N:37](C=O)C, predict the reaction product. The product is: [CH3:35][O:34][C:32](=[O:33])[NH:37][C:7]1[CH:6]=[CH:5][C:4](/[C:10](/[C:14]2[CH:19]=[CH:18][C:17]([O:20][CH3:21])=[C:16]([O:22][CH2:23][CH3:24])[CH:15]=2)=[CH:11]/[C:12]#[N:13])=[CH:3][C:2]=1[O:28][CH3:25]. (3) The product is: [F:21][C:22]1[CH:27]=[CH:26][C:25]([F:28])=[CH:24][C:23]=1[CH2:29][C:30]([N:1]1[C:9]2[C:4](=[CH:5][C:6]([C:10]3[CH:18]=[CH:17][CH:16]=[C:15]4[C:11]=3[C:12]([NH2:20])=[N:13][N:14]4[CH3:19])=[CH:7][CH:8]=2)[CH2:3][CH2:2]1)=[O:31]. Given the reactants [NH:1]1[C:9]2[C:4](=[CH:5][C:6]([C:10]3[CH:18]=[CH:17][CH:16]=[C:15]4[C:11]=3[C:12]([NH2:20])=[N:13][N:14]4[CH3:19])=[CH:7][CH:8]=2)[CH2:3][CH2:2]1.[F:21][C:22]1[CH:27]=[CH:26][C:25]([F:28])=[CH:24][C:23]=1[CH2:29][C:30](O)=[O:31].CCN(C(C)C)C(C)C.CN(C(ON1N=NC2C=CC=NC1=2)=[N+](C)C)C.F[P-](F)(F)(F)(F)F, predict the reaction product. (4) Given the reactants [CH3:1][C:2]([C:4]1[C:9]([F:10])=[CH:8][CH:7]=[CH:6][C:5]=1[F:11])=O.[C:12](OCC)(=O)[C:13]([O:15][CH2:16][CH3:17])=[O:14].CC(C)([O-])C.[Na+].[CH3:28][NH:29][NH2:30], predict the reaction product. The product is: [F:11][C:5]1[CH:6]=[CH:7][CH:8]=[C:9]([F:10])[C:4]=1[C:2]1[N:29]([CH3:28])[N:30]=[C:12]([C:13]([O:15][CH2:16][CH3:17])=[O:14])[CH:1]=1. (5) Given the reactants [CH2:1]([C:5]1[CH:10]=[CH:9][C:8]([CH:11]([C:13](=[O:26])[CH2:14][CH2:15][CH2:16][CH2:17][NH:18][C:19]([O:21][C:22]([CH3:25])([CH3:24])[CH3:23])=[O:20])[CH3:12])=[CH:7][CH:6]=1)[CH:2]([CH3:4])[CH3:3], predict the reaction product. The product is: [CH2:1]([C:5]1[CH:10]=[CH:9][C:8]([C@H:11]([C:13](=[O:26])[CH2:14][CH2:15][CH2:16][CH2:17][NH:18][C:19]([O:21][C:22]([CH3:24])([CH3:23])[CH3:25])=[O:20])[CH3:12])=[CH:7][CH:6]=1)[CH:2]([CH3:4])[CH3:3]. (6) The product is: [NH2:12][N:1]1[CH:5]=[C:4]([C:6]#[N:7])[CH:3]=[C:2]1[C:8]#[N:9]. Given the reactants [NH:1]1[CH:5]=[C:4]([C:6]#[N:7])[CH:3]=[C:2]1[C:8]#[N:9].[H-].[Na+].[NH2:12]OP(=O)(C1C=CC=CC=1)C1C=CC=CC=1, predict the reaction product. (7) Given the reactants C[O:2][C:3]1[CH:8]=[C:7]([O:9][C:10]([F:13])([F:12])[F:11])[CH:6]=[CH:5][C:4]=1[C:14](=[O:16])[CH3:15].B(Cl)(Cl)Cl, predict the reaction product. The product is: [OH:2][C:3]1[CH:8]=[C:7]([O:9][C:10]([F:11])([F:12])[F:13])[CH:6]=[CH:5][C:4]=1[C:14](=[O:16])[CH3:15]. (8) Given the reactants [OH:1][C:2]1[CH:29]=[CH:28][C:5]([CH2:6][NH:7][C:8]([C:10]2[C:11](=[O:27])[N:12]([C:17]3[CH:22]=[CH:21][CH:20]=[C:19]([C:23]([F:26])([F:25])[F:24])[CH:18]=3)[C:13]([CH3:16])=[CH:14][CH:15]=2)=[O:9])=[CH:4][CH:3]=1.[CH3:30][S:31](Cl)(=[O:33])=[O:32], predict the reaction product. The product is: [CH3:16][C:13]1[N:12]([C:17]2[CH:22]=[CH:21][CH:20]=[C:19]([C:23]([F:26])([F:24])[F:25])[CH:18]=2)[C:11](=[O:27])[C:10]([C:8]([NH:7][CH2:6][C:5]2[CH:4]=[CH:3][C:2]([O:1][S:31]([CH3:30])(=[O:33])=[O:32])=[CH:29][CH:28]=2)=[O:9])=[CH:15][CH:14]=1.